This data is from NCI-60 drug combinations with 297,098 pairs across 59 cell lines. The task is: Regression. Given two drug SMILES strings and cell line genomic features, predict the synergy score measuring deviation from expected non-interaction effect. (1) Drug 1: C1CNP(=O)(OC1)N(CCCl)CCCl. Drug 2: C1CCC(C(C1)N)N.C(=O)(C(=O)[O-])[O-].[Pt+4]. Cell line: OVCAR-4. Synergy scores: CSS=3.12, Synergy_ZIP=-2.39, Synergy_Bliss=-0.640, Synergy_Loewe=-3.77, Synergy_HSA=-1.67. (2) Drug 1: CC1C(C(CC(O1)OC2CC(CC3=C2C(=C4C(=C3O)C(=O)C5=C(C4=O)C(=CC=C5)OC)O)(C(=O)C)O)N)O.Cl. Drug 2: C(CN)CNCCSP(=O)(O)O. Cell line: SK-OV-3. Synergy scores: CSS=8.20, Synergy_ZIP=-2.81, Synergy_Bliss=0.661, Synergy_Loewe=-6.87, Synergy_HSA=0.409. (3) Drug 1: CC(CN1CC(=O)NC(=O)C1)N2CC(=O)NC(=O)C2. Drug 2: CCC1=C2CN3C(=CC4=C(C3=O)COC(=O)C4(CC)O)C2=NC5=C1C=C(C=C5)O. Cell line: HT29. Synergy scores: CSS=46.5, Synergy_ZIP=2.96, Synergy_Bliss=3.51, Synergy_Loewe=4.78, Synergy_HSA=6.66.